The task is: Predict the product of the given reaction.. This data is from Forward reaction prediction with 1.9M reactions from USPTO patents (1976-2016). (1) Given the reactants [NH2:1][C:2]1[CH:3]=[C:4]([C:8]2[S:12][C:11]([C:13]3[CH:14]=[C:15]4[C:19](=[CH:20][CH:21]=3)[C:18](=[O:22])[N:17]([CH3:23])[CH2:16]4)=[CH:10][CH:9]=2)[CH:5]=[N:6][CH:7]=1.[CH3:24][O:25][C:26]1[CH:31]=[CH:30][CH:29]=[CH:28][C:27]=1[S:32](Cl)(=[O:34])=[O:33], predict the reaction product. The product is: [CH3:24][O:25][C:26]1[CH:31]=[CH:30][CH:29]=[CH:28][C:27]=1[S:32]([NH:1][C:2]1[CH:7]=[N:6][CH:5]=[C:4]([C:8]2[S:12][C:11]([C:13]3[CH:14]=[C:15]4[C:19](=[CH:20][CH:21]=3)[C:18](=[O:22])[N:17]([CH3:23])[CH2:16]4)=[CH:10][CH:9]=2)[CH:3]=1)(=[O:34])=[O:33]. (2) Given the reactants [F:1][C:2]([F:33])([F:32])[CH2:3][NH:4][C:5]([NH:7][C:8]1[CH:9]=[C:10]([N:14]2[C:18]3[CH:19]=[CH:20][C:21]([C:23]4[CH:31]=[CH:30][C:26]([C:27](O)=[O:28])=[CH:25][CH:24]=4)=[CH:22][C:17]=3[N:16]=[CH:15]2)[CH:11]=[CH:12][CH:13]=1)=[O:6].[NH2:34][CH2:35][C@@H:36]1[CH2:41][CH2:40][CH2:39][CH2:38][C@H:37]1[OH:42], predict the reaction product. The product is: [OH:42][CH:37]1[CH2:38][CH2:39][CH2:40][CH2:41][CH:36]1[CH2:35][NH:34][C:27](=[O:28])[C:26]1[CH:25]=[CH:24][C:23]([C:21]2[CH:20]=[CH:19][C:18]3[N:14]([C:10]4[CH:11]=[CH:12][CH:13]=[C:8]([NH:7][C:5]([NH:4][CH2:3][C:2]([F:32])([F:1])[F:33])=[O:6])[CH:9]=4)[CH:15]=[N:16][C:17]=3[CH:22]=2)=[CH:31][CH:30]=1. (3) Given the reactants [F:1][C:2]([F:12])([F:11])[C:3]1[N:7]=[CH:6][NH:5][C:4]=1[C:8]([OH:10])=O.[CH3:13][CH:14]([CH3:32])[CH2:15][CH2:16][NH:17][C:18]([C:20]1[N:21]=[N:22][C:23]([N:26]2[CH2:31][CH2:30][NH:29][CH2:28][CH2:27]2)=[CH:24][CH:25]=1)=[O:19], predict the reaction product. The product is: [CH3:13][CH:14]([CH3:32])[CH2:15][CH2:16][NH:17][C:18]([C:20]1[N:21]=[N:22][C:23]([N:26]2[CH2:31][CH2:30][N:29]([C:8]([C:4]3[NH:5][CH:6]=[N:7][C:3]=3[C:2]([F:1])([F:12])[F:11])=[O:10])[CH2:28][CH2:27]2)=[CH:24][CH:25]=1)=[O:19]. (4) Given the reactants [N+:1]([C:4]1[CH:5]=[C:6]([O:14]C2C=C(C(F)(F)F)C=C([N+]([O-])=O)C=2)[CH:7]=[C:8]([C:10]([F:13])([F:12])[F:11])[CH:9]=1)([O-:3])=[O:2].CC(O)=O, predict the reaction product. The product is: [N+:1]([C:4]1[CH:5]=[C:6]([OH:14])[CH:7]=[C:8]([C:10]([F:11])([F:12])[F:13])[CH:9]=1)([O-:3])=[O:2].